Dataset: Reaction yield outcomes from USPTO patents with 853,638 reactions. Task: Predict the reaction yield, written as a fraction of the theoretical maximum amount of product (1.0 means a 100% yield; for example, 0.34 means a 34% yield). (1) The reactants are [CH3:1]I.[CH2:3]([O:5][C:6](=[O:22])[C:7](=[C:13]([SH:21])[NH:14][C:15]1[CH:20]=[CH:19][CH:18]=[CH:17][CH:16]=1)[C:8]([O:10][CH2:11][CH3:12])=[O:9])[CH3:4].[Na]. The catalyst is CN(C=O)C. The product is [CH2:11]([O:10][C:8](=[O:9])[C:7](=[C:13]([S:21][CH3:1])[NH:14][C:15]1[CH:16]=[CH:17][CH:18]=[CH:19][CH:20]=1)[C:6]([O:5][CH2:3][CH3:4])=[O:22])[CH3:12]. The yield is 0.840. (2) The catalyst is N1C=CC=CC=1. The yield is 0.300. The reactants are [NH2:1][C:2]1[C:3]([C:12]([NH:14][C@@H:15]([CH:20]2[CH2:25][CH2:24][CH:23]([OH:26])[CH2:22][CH2:21]2)[C:16]([O:18][CH3:19])=[O:17])=[O:13])=[CH:4][C:5]2[C:10]([CH:11]=1)=[CH:9][CH:8]=[CH:7][CH:6]=2.[N:27]([C:30]1[C:35]([CH3:36])=[CH:34][C:33]([CH3:37])=[CH:32][C:31]=1[CH3:38])=[C:28]=[O:29]. The product is [OH:26][CH:23]1[CH2:22][CH2:21][CH:20]([C@H:15]([NH:14][C:12]([C:3]2[C:2]([NH:1][C:28]([NH:27][C:30]3[C:31]([CH3:38])=[CH:32][C:33]([CH3:37])=[CH:34][C:35]=3[CH3:36])=[O:29])=[CH:11][C:10]3[C:5](=[CH:6][CH:7]=[CH:8][CH:9]=3)[CH:4]=2)=[O:13])[C:16]([O:18][CH3:19])=[O:17])[CH2:25][CH2:24]1. (3) The reactants are [CH3:1][C:2]1([CH3:20])[C:10]2[C:5](=[CH:6][CH:7]=[C:8]([N+:11]([O-])=O)[CH:9]=2)[N:4]([CH2:14][C:15]([O:17][CH3:18])=[O:16])[C:3]1=[O:19].Cl. The product is [NH2:11][C:8]1[CH:9]=[C:10]2[C:5](=[CH:6][CH:7]=1)[N:4]([CH2:14][C:15]([O:17][CH3:18])=[O:16])[C:3](=[O:19])[C:2]2([CH3:20])[CH3:1]. The yield is 0.980. The catalyst is CCO.[Pd]. (4) The reactants are [Br:1][C:2]1[S:6][C:5]([C:7]2[N:11]3[N:12]=[C:13]([CH3:21])[CH:14]=[C:15]([CH:16]([CH2:19][CH3:20])[CH2:17][CH3:18])[C:10]3=[N:9][C:8]=2[CH3:22])=[C:4]([Cl:23])[CH:3]=1.FC(F)(F)C(O)=O.C1C(=O)N([Br:38])C(=O)C1.[OH-].[Na+]. The catalyst is OS(O)(=O)=O. The product is [Br:38][C:3]1[C:4]([Cl:23])=[C:5]([C:7]2[N:11]3[N:12]=[C:13]([CH3:21])[CH:14]=[C:15]([CH:16]([CH2:19][CH3:20])[CH2:17][CH3:18])[C:10]3=[N:9][C:8]=2[CH3:22])[S:6][C:2]=1[Br:1]. The yield is 0.940. (5) The reactants are [Cl:1][C:2]1[CH:7]=[C:6]([NH2:8])[CH:5]=[CH:4][C:3]=1[N:9]([CH2:16][CH2:17][CH2:18][CH2:19][CH2:20][CH3:21])[CH2:10][CH2:11][CH2:12][CH2:13][CH2:14][CH3:15].[C:22]([CH:25]=[C:26]=[O:27])(=[O:24])[CH3:23]. The catalyst is C1(C)C=CC=CC=1. The product is [Cl:1][C:2]1[CH:7]=[C:6]([NH:8][C:26](=[O:27])[CH2:25][C:22](=[O:24])[CH3:23])[CH:5]=[CH:4][C:3]=1[N:9]([CH2:16][CH2:17][CH2:18][CH2:19][CH2:20][CH3:21])[CH2:10][CH2:11][CH2:12][CH2:13][CH2:14][CH3:15]. The yield is 1.00. (6) The reactants are [F:1][C:2]1[CH:24]=[C:23]([F:25])[CH:22]=[CH:21][C:3]=1[O:4][C:5]1[CH:6]=[C:7]2[C:11](=[CH:12][C:13]=1[C:14](O)=[O:15])[N:10]([CH2:17][CH:18]([CH3:20])[CH3:19])[N:9]=[CH:8]2.C1C=CC2N(O)N=NC=2C=1.CCN=C=NCCCN(C)C.Cl.Cl.[NH2:49][C@@H:50]([CH2:55][CH2:56][N:57]([CH3:59])[CH3:58])[C:51]([O:53][CH3:54])=[O:52].C(N(CC)CC)C. The catalyst is ClC(Cl)C.ClCCl. The product is [F:1][C:2]1[CH:24]=[C:23]([F:25])[CH:22]=[CH:21][C:3]=1[O:4][C:5]1[CH:6]=[C:7]2[C:11](=[CH:12][C:13]=1[C:14]([NH:49][C@@H:50]([CH2:55][CH2:56][N:57]([CH3:59])[CH3:58])[C:51]([O:53][CH3:54])=[O:52])=[O:15])[N:10]([CH2:17][CH:18]([CH3:20])[CH3:19])[N:9]=[CH:8]2. The yield is 0.710. (7) The reactants are [NH2:1][C:2]1[CH:7]=[CH:6][C:5]([C:8]2([C:11]([O:13][CH3:14])=[O:12])[CH2:10][CH2:9]2)=[CH:4][C:3]=1Br.[C:16]([Si:18]([CH3:21])([CH3:20])[CH3:19])#[CH:17]. The catalyst is CCN(CC)CC.CN(C1C=CN=CC=1)C.Cl[Pd](Cl)([P](C1C=CC=CC=1)(C1C=CC=CC=1)C1C=CC=CC=1)[P](C1C=CC=CC=1)(C1C=CC=CC=1)C1C=CC=CC=1. The product is [NH2:1][C:2]1[CH:7]=[CH:6][C:5]([C:8]2([C:11]([O:13][CH3:14])=[O:12])[CH2:10][CH2:9]2)=[CH:4][C:3]=1[C:17]#[C:16][Si:18]([CH3:21])([CH3:20])[CH3:19]. The yield is 0.560. (8) The reactants are CS(O[CH2:6][CH:7]1[CH2:16][C:15]2[C:10](=[CH:11][CH:12]=[CH:13][CH:14]=2)[C:9](=[O:17])[NH:8]1)(=O)=O.[N-:18]=[N+:19]=[N-:20].[Na+]. The catalyst is CN(C=O)C. The product is [N:18]([CH2:6][CH:7]1[CH2:16][C:15]2[C:10](=[CH:11][CH:12]=[CH:13][CH:14]=2)[C:9](=[O:17])[NH:8]1)=[N+:19]=[N-:20]. The yield is 0.715. (9) The reactants are [C:1]1([S:7]([C:10]2[CH:11]=[C:12]3[C:17](=[CH:18][CH:19]=2)[CH:16]([CH2:20][NH2:21])[CH2:15][CH2:14][CH2:13]3)(=[O:9])=[O:8])[CH:6]=[CH:5][CH:4]=[CH:3][CH:2]=1.I.CS[C:25]1[NH:26][CH2:27][CH2:28][N:29]=1. The catalyst is C(Cl)Cl. The product is [C:1]1([S:7]([C:10]2[CH:11]=[C:12]3[C:17](=[CH:18][CH:19]=2)[CH:16]([CH2:20][NH:21][C:25]2[NH:29][CH2:28][CH2:27][N:26]=2)[CH2:15][CH2:14][CH2:13]3)(=[O:9])=[O:8])[CH:2]=[CH:3][CH:4]=[CH:5][CH:6]=1. The yield is 0.470. (10) The product is [Br:13][C:9]1[C:8]([CH3:14])=[C:7]([N:6]2[C:4](=[O:5])[C:3]3[C:2](=[C:18]([F:19])[CH:17]=[CH:16][CH:15]=3)[NH:1][C:21]2=[O:24])[CH:12]=[CH:11][CH:10]=1. The reactants are [NH2:1][C:2]1[C:18]([F:19])=[CH:17][CH:16]=[CH:15][C:3]=1[C:4]([NH:6][C:7]1[CH:12]=[CH:11][CH:10]=[C:9]([Br:13])[C:8]=1[CH3:14])=[O:5].Cl[C:21]([O:24]C(=O)OC(Cl)(Cl)Cl)(Cl)Cl.C([O-])(O)=O.[Na+]. The catalyst is C1COCC1.CCOC(C)=O. The yield is 0.970.